Dataset: Reaction yield outcomes from USPTO patents with 853,638 reactions. Task: Predict the reaction yield, written as a fraction of the theoretical maximum amount of product (1.0 means a 100% yield; for example, 0.34 means a 34% yield). (1) The reactants are Br[C:2]1[CH:3]=[C:4]([CH:7]=[CH:8][C:9]=1[O:10][C:11]([F:14])([F:13])[F:12])C=O.[CH3:15][C:16]1[C:17](B(O)O)=[CH:18][C:19]2[C:20]([CH3:29])([CH3:28])[CH2:21][CH2:22][C:23]([CH3:27])([CH3:26])[C:24]=2[CH:25]=1.[CH2:33]([OH:35])C.C(=O)([O-])[O-].[K+].[K+]. The catalyst is C1(C)C=CC=CC=1.C(OCC)(=O)C.C1C=CC([P]([Pd]([P](C2C=CC=CC=2)(C2C=CC=CC=2)C2C=CC=CC=2)([P](C2C=CC=CC=2)(C2C=CC=CC=2)C2C=CC=CC=2)[P](C2C=CC=CC=2)(C2C=CC=CC=2)C2C=CC=CC=2)(C2C=CC=CC=2)C2C=CC=CC=2)=CC=1.O. The yield is 0.760. The product is [F:14][C:11]([F:12])([F:13])[O:10][C:9]1[CH:8]=[C:7]([CH:4]=[CH:3][C:2]=1[C:17]1[C:16]([CH3:15])=[CH:25][C:24]2[C:23]([CH3:27])([CH3:26])[CH2:22][CH2:21][C:20]([CH3:29])([CH3:28])[C:19]=2[CH:18]=1)[CH:33]=[O:35]. (2) The reactants are [CH3:1][N:2]([CH3:23])[CH2:3][CH2:4][N:5]1[CH2:10][CH2:9][O:8][C:7]2[CH:11]=[CH:12][C:13]([NH:15][C:16]([C:18]3[S:19][CH:20]=[CH:21][CH:22]=3)=[NH:17])=[CH:14][C:6]1=2.[ClH:24]. The catalyst is CO. The product is [ClH:24].[ClH:24].[CH3:1][N:2]([CH3:23])[CH2:3][CH2:4][N:5]1[CH2:10][CH2:9][O:8][C:7]2[CH:11]=[CH:12][C:13]([NH:15][C:16]([C:18]3[S:19][CH:20]=[CH:21][CH:22]=3)=[NH:17])=[CH:14][C:6]1=2. The yield is 0.737. (3) The reactants are Cl[C:2]1[CH:7]=[N:6][CH:5]=[C:4]([Cl:8])[N:3]=1.[N:9]1([C:15]([O:17][C:18]([CH3:21])([CH3:20])[CH3:19])=[O:16])[CH2:14][CH2:13][NH:12][CH2:11][CH2:10]1.C1(P(C2C=CC=CC=2)C2C3OC4C(=CC=CC=4P(C4C=CC=CC=4)C4C=CC=CC=4)C(C)(C)C=3C=CC=2)C=CC=CC=1.CC(C)([O-])C.[Na+]. The catalyst is O.C1(C)C=CC=CC=1. The product is [Cl:8][C:4]1[N:3]=[C:2]([N:12]2[CH2:11][CH2:10][N:9]([C:15]([O:17][C:18]([CH3:21])([CH3:20])[CH3:19])=[O:16])[CH2:14][CH2:13]2)[CH:7]=[N:6][CH:5]=1. The yield is 0.480. (4) The reactants are [C:1]([CH2:3][C:4]([NH:6][CH:7]1[CH2:12][CH2:11][CH2:10][CH2:9][CH2:8]1)=[O:5])#[N:2].[CH:13](OCC)(OCC)[O:14][CH2:15][CH3:16]. The catalyst is C(OC(=O)C)(=O)C. The product is [C:1]([C:3](=[CH:13][O:14][CH2:15][CH3:16])[C:4]([NH:6][CH:7]1[CH2:12][CH2:11][CH2:10][CH2:9][CH2:8]1)=[O:5])#[N:2]. The yield is 0.350. (5) The reactants are C([O-])([O-])=O.[Cs+].[Cs+].[CH2:7]([O:9][C:10](=[O:19])[C:11]1[CH:16]=[CH:15][C:14]([OH:17])=[C:13]([OH:18])[CH:12]=1)[CH3:8].Br[CH2:21][CH2:22]Br. The catalyst is CN(C=O)C. The product is [CH2:7]([O:9][C:10]([C:11]1[CH:16]=[CH:15][C:14]2[O:17][CH2:21][CH2:22][O:18][C:13]=2[CH:12]=1)=[O:19])[CH3:8]. The yield is 0.290. (6) The reactants are CN(C(ON1N=NC2C=CC=NC1=2)=[N+](C)C)C.F[P-](F)(F)(F)(F)F.CCN(CC)CC.[CH3:32][N:33]([CH3:39])[C@@H:34]1[CH2:38][CH2:37][NH:36][CH2:35]1.[Li+].[Cl:41][C:42]1[CH:47]=[CH:46][N:45]=[C:44]2[CH:48]=[C:49]([C:51]([O-])=[O:52])[S:50][C:43]=12. The catalyst is CN(C=O)C. The product is [Cl:41][C:42]1[CH:47]=[CH:46][N:45]=[C:44]2[CH:48]=[C:49]([C:51]([N:36]3[CH2:37][CH2:38][C@@H:34]([N:33]([CH3:39])[CH3:32])[CH2:35]3)=[O:52])[S:50][C:43]=12. The yield is 0.320. (7) The reactants are [C:1]([O:5][C:6]([N:8]([CH2:16][CH2:17][C:18]#[N:19])[CH2:9][CH2:10][C:11]([O:13]CC)=O)=[O:7])([CH3:4])([CH3:3])[CH3:2].[H-].[Na+].Cl. The catalyst is C1(C)C=CC=CC=1.O. The product is [C:18]([CH:17]1[C:11](=[O:13])[CH2:10][CH2:9][N:8]([C:6]([O:5][C:1]([CH3:2])([CH3:3])[CH3:4])=[O:7])[CH2:16]1)#[N:19]. The yield is 0.516. (8) The reactants are [F:1][C:2]1[C:20]([N+:21]([O-])=O)=[CH:19][CH:18]=[CH:17][C:3]=1[C:4]([N:6]1[CH2:10][CH2:9][CH2:8][C@H:7]1[C:11]([O:13][CH:14]([CH3:16])[CH3:15])=[O:12])=[O:5]. The catalyst is CO.[Pd]. The product is [NH2:21][C:20]1[C:2]([F:1])=[C:3]([CH:17]=[CH:18][CH:19]=1)[C:4]([N:6]1[CH2:10][CH2:9][CH2:8][C@H:7]1[C:11]([O:13][CH:14]([CH3:15])[CH3:16])=[O:12])=[O:5]. The yield is 0.970. (9) The reactants are [Cl:1][C:2]1[CH:3]=[N:4][N:5]([CH3:16])[C:6]=1[C:7]1[CH:8]=[C:9]([C:13]([OH:15])=O)[S:10][C:11]=1[CH3:12].[NH2:17][C@@H:18]([CH2:31][C:32]1[CH:37]=[CH:36][CH:35]=[C:34]([F:38])[CH:33]=1)[CH2:19][N:20]1[C:28](=[O:29])[C:27]2[C:22](=[CH:23][CH:24]=[CH:25][CH:26]=2)[C:21]1=[O:30].CC(OC(N[C@H](C(O)=O)CC1C=CC=CC=1C(F)(F)F)=O)(C)C.C1CN([P+](Br)(N2CCCC2)N2CCCC2)CC1.F[P-](F)(F)(F)(F)F.CCN(C(C)C)C(C)C. The catalyst is C(Cl)(Cl)Cl. The product is [Cl:1][C:2]1[CH:3]=[N:4][N:5]([CH3:16])[C:6]=1[C:7]1[CH:8]=[C:9]([C:13]([NH:17][C@@H:18]([CH2:31][C:32]2[CH:37]=[CH:36][CH:35]=[C:34]([F:38])[CH:33]=2)[CH2:19][N:20]2[C:28](=[O:29])[C:27]3[C:22](=[CH:23][CH:24]=[CH:25][CH:26]=3)[C:21]2=[O:30])=[O:15])[S:10][C:11]=1[CH3:12]. The yield is 0.420. (10) The reactants are [F:1][C:2]([F:38])([F:37])[O:3][C:4]1[CH:9]=[CH:8][C:7]([N:10]2[CH:14]=[N:13][C:12]([C:15]3[CH:20]=[CH:19][C:18]([NH:21][C:22](=[O:36])[O:23][CH:24]([C:26]4[CH:27]=[N:28][C:29]([C:32]([F:35])([F:34])[F:33])=[CH:30][CH:31]=4)[CH3:25])=[CH:17][CH:16]=3)=[N:11]2)=[CH:6][CH:5]=1.[H-].[Na+].I[CH2:42][CH3:43]. The catalyst is CN(C=O)C. The product is [CH2:42]([N:21]([C:18]1[CH:17]=[CH:16][C:15]([C:12]2[N:13]=[CH:14][N:10]([C:7]3[CH:8]=[CH:9][C:4]([O:3][C:2]([F:1])([F:37])[F:38])=[CH:5][CH:6]=3)[N:11]=2)=[CH:20][CH:19]=1)[C:22](=[O:36])[O:23][CH:24]([C:26]1[CH:27]=[N:28][C:29]([C:32]([F:34])([F:35])[F:33])=[CH:30][CH:31]=1)[CH3:25])[CH3:43]. The yield is 0.910.